From a dataset of Forward reaction prediction with 1.9M reactions from USPTO patents (1976-2016). Predict the product of the given reaction. Given the reactants [F:1][C:2]1[CH:3]=[N:4][C:5]2[C:10]([C:11]=1[CH:12]([CH3:31])[CH:13]([C:15]13[CH2:22][CH2:21][C:18]([NH:23]C(=O)OC(C)(C)C)([CH2:19][CH2:20]1)[CH2:17][O:16]3)[OH:14])=[N:9][C:8]([O:32][CH3:33])=[CH:7][CH:6]=2.FC(F)(F)C(O)=O, predict the reaction product. The product is: [NH2:23][C:18]12[CH2:21][CH2:22][C:15]([CH:13]([OH:14])[CH:12]([C:11]3[C:10]4[C:5](=[CH:6][CH:7]=[C:8]([O:32][CH3:33])[N:9]=4)[N:4]=[CH:3][C:2]=3[F:1])[CH3:31])([CH2:20][CH2:19]1)[O:16][CH2:17]2.